From a dataset of Serine/threonine kinase 33 screen with 319,792 compounds. Binary Classification. Given a drug SMILES string, predict its activity (active/inactive) in a high-throughput screening assay against a specified biological target. (1) The compound is s1c(cc2c1ncn(c2=O)c1ccccc1)CC. The result is 0 (inactive). (2) The result is 1 (active). The compound is S1CCOC(C(=O)Nc2ccc(C(=O)NCCCN3CCN(CC3)c3ccc(F)cc3)cc2)=C1. (3) The molecule is Fc1cc(CN2CCN(CC2)C(=O)CC(C)C)ccc1. The result is 0 (inactive). (4) The compound is n1(nc(Cc2c3c(ccc2)cccc3)c(c1N)C#N)C. The result is 0 (inactive). (5) The molecule is O(c1c(c(ccc1)C)C)CC(=O)N\N=C\c1n(ccc1)C. The result is 0 (inactive). (6) The drug is Fc1cc(NC(=O)CNC(=O)NCCCC)ccc1F. The result is 0 (inactive). (7) The molecule is O(CC(=O)Nc1ccc(C(=O)c2ccc(cc2)C(O)=O)cc1)c1cc(ccc1)C. The result is 0 (inactive). (8) The drug is s1c2c(nnn(c3c4c(ccc3)cccc4)c2=O)c2c(cc(nc12)C)COC. The result is 0 (inactive).